From a dataset of Full USPTO retrosynthesis dataset with 1.9M reactions from patents (1976-2016). Predict the reactants needed to synthesize the given product. (1) The reactants are: [S:1](=[O:5])(=O)([OH:3])[OH:2].[OH:6][C:7]1[CH:8]=[C:9]([CH:13]=[CH:14][CH:15]=1)[C:10]([OH:12])=[O:11].[OH-].[K+:17]. Given the product [K+:17].[OH:6][C:7]1[CH:8]=[C:9]([CH:13]=[CH:14][C:15]=1[S:1]([OH:3])(=[O:5])=[O:2])[C:10]([O-:12])=[O:11], predict the reactants needed to synthesize it. (2) Given the product [CH:1]([C:4]1[CH:9]=[CH:8][C:7]([NH2:10])=[CH:6][N:5]=1)([CH3:3])[CH3:2], predict the reactants needed to synthesize it. The reactants are: [CH:1]([C:4]1[CH:9]=[CH:8][C:7]([N+:10]([O-])=O)=[CH:6][N:5]=1)([CH3:3])[CH3:2]. (3) Given the product [CH2:1]([O:3][C:4](=[O:25])[C:5]([O:8][C:9]1[CH:14]=[C:13]([OH:15])[CH:12]=[CH:11][C:10]=1[CH3:23])([CH3:6])[CH3:7])[CH3:2], predict the reactants needed to synthesize it. The reactants are: [CH2:1]([O:3][C:4](=[O:25])[C:5]([O:8][C:9]1[CH:14]=[C:13]([O:15]CC2C=CC=CC=2)[CH:12]=[CH:11][C:10]=1[CH:23]=O)([CH3:7])[CH3:6])[CH3:2].C(OC1C=CC(C=O)=C(O)C=1)C1C=CC=CC=1.C(CC(Br)(C)C([O-])=O)C. (4) Given the product [N:10]1[CH:11]=[CH:12][CH:13]=[CH:14][C:9]=1[CH:23]1[CH2:24][NH:25][CH2:26][CH2:27][CH2:28][N:22]1[C:15]([O:17][C:18]([CH3:21])([CH3:20])[CH3:19])=[O:16], predict the reactants needed to synthesize it. The reactants are: CC(C)([O-])C.[K+].Cl.Br[C:9]1[CH:14]=[CH:13][CH:12]=[CH:11][N:10]=1.[C:15]([N:22]1[CH2:28][CH2:27][CH2:26][NH:25][CH2:24][CH2:23]1)([O:17][C:18]([CH3:21])([CH3:20])[CH3:19])=[O:16].